This data is from Full USPTO retrosynthesis dataset with 1.9M reactions from patents (1976-2016). The task is: Predict the reactants needed to synthesize the given product. (1) Given the product [C:1]([O:5][C:6]([N:8]([C:25]([O:27][C:28]([CH3:31])([CH3:30])[CH3:29])=[O:26])[C:9](=[CH2:10])[C:12]([O:14][CH3:15])=[O:13])=[O:7])([CH3:4])([CH3:3])[CH3:2], predict the reactants needed to synthesize it. The reactants are: [C:1]([O:5][C:6]([NH:8][C@H:9]([C:12]([O:14][CH3:15])=[O:13])[CH2:10]O)=[O:7])([CH3:4])([CH3:3])[CH3:2].CCN(C(C)C)C(C)C.[C:25](O[C:25]([O:27][C:28]([CH3:31])([CH3:30])[CH3:29])=[O:26])([O:27][C:28]([CH3:31])([CH3:30])[CH3:29])=[O:26]. (2) Given the product [C:1]12([C:11]3[C:12]([O:26][CH2:36][O:37][CH3:38])=[C:13]([CH:22]=[C:23]([Br:25])[CH:24]=3)[C:14]([C:16]3[CH:17]=[CH:18][CH:19]=[CH:20][CH:21]=3)=[O:15])[CH2:2][CH:3]3[CH2:9][CH:7]([CH2:6][CH:5]([CH2:4]3)[CH2:10]1)[CH2:8]2, predict the reactants needed to synthesize it. The reactants are: [C:1]12([C:11]3[C:12]([OH:26])=[C:13]([CH:22]=[C:23]([Br:25])[CH:24]=3)[C:14]([C:16]3[CH:21]=[CH:20][CH:19]=[CH:18][CH:17]=3)=[O:15])[CH2:10][CH:5]3[CH2:6][CH:7]([CH2:9][CH:3]([CH2:4]3)[CH2:2]1)[CH2:8]2.C(N(CC)C(C)C)(C)C.[CH3:36][O:37][CH2:38]Cl.C(OCC)(=O)C. (3) Given the product [CH3:10][O:9][CH2:8][CH2:7][O:6][CH2:5][C:4]([CH3:11])([CH3:12])[C:3](=[O:13])[CH2:15][C:14]#[N:16], predict the reactants needed to synthesize it. The reactants are: CO[C:3](=[O:13])[C:4]([CH3:12])([CH3:11])[CH2:5][O:6][CH2:7][CH2:8][O:9][CH3:10].[C:14](#[N:16])[CH3:15].[H-].[Na+].Cl. (4) Given the product [F:25][C:24]([F:27])([F:26])[CH2:23][O:22][C:19]1[CH:20]=[CH:21][C:16]([N:7]2[C:8](=[O:15])[C:9]3[CH:14]=[CH:13][NH:12][C:10]=3[NH:11][C:6]2=[O:28])=[CH:17][CH:18]=1, predict the reactants needed to synthesize it. The reactants are: C(S([C:6]1[N:7]([C:16]2[CH:21]=[CH:20][C:19]([O:22][CH2:23][C:24]([F:27])([F:26])[F:25])=[CH:18][CH:17]=2)[C:8](=[O:15])[C:9]2[CH:14]=[CH:13][NH:12][C:10]=2[N:11]=1)(=O)=O)C.[OH-:28].[Na+]. (5) Given the product [CH3:3][O:4][C:5]([C:7]1([CH2:21][O:22][CH2:31][C:28]2[CH:29]=[CH:30][C:25]([O:24][CH3:23])=[CH:26][CH:27]=2)[CH2:11][C:10](=[O:12])[N:9]([C:13]2[C:18]([CH3:19])=[CH:17][CH:16]=[CH:15][C:14]=2[CH3:20])[CH2:8]1)=[O:6], predict the reactants needed to synthesize it. The reactants are: [H-].[Na+].[CH3:3][O:4][C:5]([C:7]1([CH2:21][OH:22])[CH2:11][C:10](=[O:12])[N:9]([C:13]2[C:18]([CH3:19])=[CH:17][CH:16]=[CH:15][C:14]=2[CH3:20])[CH2:8]1)=[O:6].[CH3:23][O:24][C:25]1[CH:30]=[CH:29][C:28]([CH2:31]Cl)=[CH:27][CH:26]=1.[NH4+].[Cl-]. (6) The reactants are: [O:1]=[S:2]1(=[O:25])[C:8]2[CH:9]=[CH:10][CH:11]=[CH:12][C:7]=2[CH2:6][N:5]([C:13]2[CH:22]=[C:21]([NH2:23])[C:20]3[C:15](=[CH:16][CH:17]=[C:18]([CH3:24])[CH:19]=3)[N:14]=2)[CH2:4][CH2:3]1.C(N(CC)CC)C.[Br:33][C:34]([CH3:39])([CH3:38])[C:35](Cl)=[O:36]. Given the product [Br:33][C:34]([CH3:39])([CH3:38])[C:35]([NH:23][C:21]1[C:20]2[C:15](=[CH:16][CH:17]=[C:18]([CH3:24])[CH:19]=2)[N:14]=[C:13]([N:5]2[CH2:6][C:7]3[CH:12]=[CH:11][CH:10]=[CH:9][C:8]=3[S:2](=[O:1])(=[O:25])[CH2:3][CH2:4]2)[CH:22]=1)=[O:36], predict the reactants needed to synthesize it.